The task is: Predict the product of the given reaction.. This data is from Forward reaction prediction with 1.9M reactions from USPTO patents (1976-2016). Given the reactants [C:1]([C:5]1[CH:31]=[CH:30][C:8]([C:9]([NH:11][C:12]2[CH:28]=[C:27]([NH2:29])[CH:26]=[CH:25][C:13]=2[C:14]([NH:16][C:17]2[CH:22]=[CH:21][C:20]([O:23][CH3:24])=[CH:19][CH:18]=2)=[O:15])=[O:10])=[CH:7][CH:6]=1)([CH3:4])([CH3:3])[CH3:2].[CH3:32][N:33]([CH3:38])[S:34](Cl)(=[O:36])=[O:35], predict the reaction product. The product is: [C:1]([C:5]1[CH:31]=[CH:30][C:8]([C:9]([NH:11][C:12]2[CH:28]=[C:27]([NH:29][S:34]([N:33]([CH3:38])[CH3:32])(=[O:36])=[O:35])[CH:26]=[CH:25][C:13]=2[C:14]([NH:16][C:17]2[CH:22]=[CH:21][C:20]([O:23][CH3:24])=[CH:19][CH:18]=2)=[O:15])=[O:10])=[CH:7][CH:6]=1)([CH3:4])([CH3:2])[CH3:3].